The task is: Regression. Given two drug SMILES strings and cell line genomic features, predict the synergy score measuring deviation from expected non-interaction effect.. This data is from NCI-60 drug combinations with 297,098 pairs across 59 cell lines. Drug 1: C1CCC(C1)C(CC#N)N2C=C(C=N2)C3=C4C=CNC4=NC=N3. Drug 2: COC1=CC(=CC(=C1O)OC)C2C3C(COC3=O)C(C4=CC5=C(C=C24)OCO5)OC6C(C(C7C(O6)COC(O7)C8=CC=CS8)O)O. Cell line: SF-268. Synergy scores: CSS=-1.87, Synergy_ZIP=-3.03, Synergy_Bliss=-2.20, Synergy_Loewe=-33.1, Synergy_HSA=-5.60.